The task is: Predict which catalyst facilitates the given reaction.. This data is from Catalyst prediction with 721,799 reactions and 888 catalyst types from USPTO. Reactant: [CH:1]1[CH:2]=[CH:3][C:4]2[C:10]([C:11]3[C:20]([OH:21])=[CH:19][CH:18]=[C:17]4[C:12]=3[CH:13]=[CH:14][CH:15]=[CH:16]4)=[C:9]([OH:22])[CH:8]=[CH:7][C:5]=2[CH:6]=1.C1(O)C=CC=CC=1.[CH3:30][C:31]1[CH:32]=[N:33][C:34]([CH2:40][S+:41]([O-:53])[C:42]2[NH:43][C:44]3[CH:45]=[CH:46][C:47]([O:51][CH3:52])=[CH:48][C:49]=3[N:50]=2)=[C:35]([CH3:39])[C:36]=1[O:37][CH3:38]. Product: [CH3:30][C:31]1[CH:32]=[N:33][C:34]([CH2:40][S+:41]([O-:53])[C:42]2[NH:43][C:44]3[CH:45]=[CH:46][C:47]([O:51][CH3:52])=[CH:48][C:49]=3[N:50]=2)=[C:35]([CH3:39])[C:36]=1[O:37][CH3:38].[CH:15]1[CH:14]=[CH:13][C:12]2[C:11]([C:10]3[C:9]([OH:22])=[CH:8][CH:7]=[C:5]4[C:4]=3[CH:3]=[CH:2][CH:1]=[CH:6]4)=[C:20]([OH:21])[CH:19]=[CH:18][C:17]=2[CH:16]=1. The catalyst class is: 11.